Task: Predict the product of the given reaction.. Dataset: Forward reaction prediction with 1.9M reactions from USPTO patents (1976-2016) (1) Given the reactants Br[C:2]1[CH:7]=[CH:6][C:5]([O:8][C:9]([F:12])([F:11])[F:10])=[CH:4][CH:3]=1.[B:13](OC(C)C)([O:18]C(C)C)[O:14]C(C)C.C([Li])CCC.Cl.[Cl-].[Na+], predict the reaction product. The product is: [F:10][C:9]([F:12])([F:11])[O:8][C:5]1[CH:6]=[CH:7][C:2]([B:13]([OH:18])[OH:14])=[CH:3][CH:4]=1. (2) Given the reactants [C:1]([O:5][C:6]([C:8]1[S:9][C:10]([C:15]2[CH:20]=[CH:19][CH:18]=[CH:17][CH:16]=2)=[CH:11][C:12]=1[CH:13]=[O:14])=[O:7])([CH3:4])([CH3:3])[CH3:2].CSC.P([O-])(O)(O)=[O:25].[Na+].Cl([O-])=O.[Na+], predict the reaction product. The product is: [C:1]([O:5][C:6]([C:8]1[S:9][C:10]([C:15]2[CH:20]=[CH:19][CH:18]=[CH:17][CH:16]=2)=[CH:11][C:12]=1[C:13]([OH:25])=[O:14])=[O:7])([CH3:4])([CH3:2])[CH3:3]. (3) Given the reactants [CH2:1]([N:5]1[C:13]([N:14]2[CH2:19][CH2:18][NH:17][CH2:16][CH2:15]2)=[N:12][C:11]2[C:6]1=[N:7][C:8]([C:26]1[CH:27]=[N:28][C:29]([NH2:32])=[N:30][CH:31]=1)=[N:9][C:10]=2[N:20]1[CH2:25][CH2:24][O:23][CH2:22][CH2:21]1)[CH:2]([CH3:4])[CH3:3].Cl.C(N=C=NCCCN(C)C)C.ON1C2C=CC=CC=2N=N1.[OH:55][C@H:56]([CH3:61])[CH2:57][C:58](O)=[O:59], predict the reaction product. The product is: [NH2:32][C:29]1[N:30]=[CH:31][C:26]([C:8]2[N:7]=[C:6]3[C:11]([N:12]=[C:13]([N:14]4[CH2:19][CH2:18][N:17]([C:58](=[O:59])[CH2:57][C@H:56]([OH:55])[CH3:61])[CH2:16][CH2:15]4)[N:5]3[CH2:1][CH:2]([CH3:4])[CH3:3])=[C:10]([N:20]3[CH2:25][CH2:24][O:23][CH2:22][CH2:21]3)[N:9]=2)=[CH:27][N:28]=1. (4) Given the reactants C(N(CC)CC)C.O.ON1C2C=CC=CC=2N=N1.Cl.CN(C)CCCN=C=NCC.[F:31][C:32]1[CH:37]=[CH:36][C:35]([C:38]2[CH:43]=[C:42]([C:44]([OH:46])=O)[CH:41]=[C:40]([C:47]3[CH:52]=[CH:51][C:50]([F:53])=[CH:49][CH:48]=3)[N:39]=2)=[CH:34][CH:33]=1.Cl.[NH:55]1[C:59]([C:60]2[CH:61]=[C:62]3[C:72](=[CH:73][CH:74]=2)[O:71][C:65]2([CH2:70][CH2:69][NH:68][CH2:67][CH2:66]2)[CH2:64][C:63]3=[O:75])=[N:58][N:57]=[N:56]1, predict the reaction product. The product is: [F:53][C:50]1[CH:49]=[CH:48][C:47]([C:40]2[CH:41]=[C:42]([C:44]([N:68]3[CH2:69][CH2:70][C:65]4([CH2:64][C:63](=[O:75])[C:62]5[C:72](=[CH:73][CH:74]=[C:60]([C:59]6[NH:58][N:57]=[N:56][N:55]=6)[CH:61]=5)[O:71]4)[CH2:66][CH2:67]3)=[O:46])[CH:43]=[C:38]([C:35]3[CH:34]=[CH:33][C:32]([F:31])=[CH:37][CH:36]=3)[N:39]=2)=[CH:52][CH:51]=1. (5) The product is: [Cl:30][C:27]1[CH:28]=[C:29]2[C:24](=[CH:25][CH:26]=1)[N:23]=[CH:22][CH:21]=[C:20]2[CH2:19][N:9]1[C:10]([C:11]2[N:15]([CH3:16])[CH:14]=[C:13]([C:17]#[N:18])[CH:12]=2)=[C:5]2[C:6]([N:7]([CH2:34][CH:35]3[CH2:37][CH2:36]3)[C:2](=[NH:1])[N:3]([CH3:32])[C:4]2=[O:31])=[N:8]1. Given the reactants [NH2:1][C:2]1[N:3]([CH3:32])[C:4](=[O:31])[C:5]2[C:6](=[N:8][N:9]([CH2:19][C:20]3[C:29]4[C:24](=[CH:25][CH:26]=[C:27]([Cl:30])[CH:28]=4)[N:23]=[CH:22][CH:21]=3)[C:10]=2[C:11]2[N:15]([CH3:16])[CH:14]=[C:13]([C:17]#[N:18])[CH:12]=2)[N:7]=1.Br[CH2:34][CH:35]1[CH2:37][CH2:36]1, predict the reaction product. (6) Given the reactants I[C:2]1[CH:7]=[CH:6][CH:5]=[CH:4][CH:3]=1.[N+](C1[CH:19]=[CH:18][C:14]([C:15](O)=[O:16])=CC=1)([O-])=O.CCCCCCCCCCCCCC.O1C=CCC1, predict the reaction product. The product is: [C:2]1([C@@H:15]2[CH:14]=[CH:18][CH2:19][O:16]2)[CH:7]=[CH:6][CH:5]=[CH:4][CH:3]=1. (7) Given the reactants OCC1C=C(CCCO)C=CC=1.[Si:13]([O:20][CH2:21][CH2:22][CH2:23][CH2:24][C:25]1[CH:26]=[C:27]([CH2:31][OH:32])[CH:28]=[CH:29][CH:30]=1)([C:16]([CH3:19])([CH3:18])[CH3:17])([CH3:15])[CH3:14], predict the reaction product. The product is: [Si:13]([O:20][CH2:21][CH2:22][CH2:23][CH2:24][C:25]1[CH:26]=[C:27]([CH:28]=[CH:29][CH:30]=1)[CH:31]=[O:32])([C:16]([CH3:19])([CH3:18])[CH3:17])([CH3:15])[CH3:14].